This data is from Kir2.1 potassium channel HTS with 301,493 compounds. The task is: Binary Classification. Given a drug SMILES string, predict its activity (active/inactive) in a high-throughput screening assay against a specified biological target. (1) The molecule is S(CC(=O)NCc1c(OC)cccc1)c1nnc(c2ncccc2)cc1. The result is 0 (inactive). (2) The drug is Brc1c(NC(=O)COC(=O)C2CC2)ccc(c1)C. The result is 0 (inactive). (3) The compound is OC(=O)CCCC#CCC#CCC#CCC#CCCCCC. The result is 0 (inactive). (4) The drug is Brc1ccc(COc2ccc(N3CC(CC3=O)C(O)=O)cc2)cc1. The result is 0 (inactive). (5) The compound is S\1\C(=C/c2c3c(n(c2)CC(OC)=O)cccc3)C(=O)N(C1=N\C)C. The result is 0 (inactive). (6) The result is 0 (inactive). The compound is O=C(NCC1CCCCC1)COC(=O)CCc1cc(OC)c(OC)c(OC)c1.